This data is from Forward reaction prediction with 1.9M reactions from USPTO patents (1976-2016). The task is: Predict the product of the given reaction. (1) Given the reactants Br[CH2:2][CH2:3][CH2:4][CH2:5][CH2:6][CH2:7][C:8]1[C:14]2[CH:15]=[CH:16][C:17]([OH:19])=[CH:18][C:13]=2[CH2:12][CH2:11][CH2:10][C:9]=1[C:20]1[CH:25]=[CH:24][CH:23]=[CH:22][CH:21]=1.[CH3:26][NH:27][CH2:28][CH2:29][CH2:30][S:31]([CH2:33][CH2:34][C:35]([F:41])([F:40])[C:36]([F:39])([F:38])[F:37])=[O:32], predict the reaction product. The product is: [CH3:26][N:27]([CH2:28][CH2:29][CH2:30][S:31]([CH2:33][CH2:34][C:35]([F:41])([F:40])[C:36]([F:39])([F:37])[F:38])=[O:32])[CH2:2][CH2:3][CH2:4][CH2:5][CH2:6][CH2:7][C:8]1[C:14]2[CH:15]=[CH:16][C:17]([OH:19])=[CH:18][C:13]=2[CH2:12][CH2:11][CH2:10][C:9]=1[C:20]1[CH:25]=[CH:24][CH:23]=[CH:22][CH:21]=1. (2) Given the reactants [NH2:1][C:2]1[CH:3]=[C:4]([CH:7]=[CH:8][CH:9]=1)[C:5]#[N:6].CCN(CC)CC.Cl[C:18]([O:20][CH3:21])=[O:19], predict the reaction product. The product is: [C:5]([C:4]1[CH:3]=[C:2]([NH:1][C:18](=[O:19])[O:20][CH3:21])[CH:9]=[CH:8][CH:7]=1)#[N:6]. (3) Given the reactants [H-].[Al+3].[Li+].[H-].[H-].[H-].C([O:9][C:10]([CH2:12][CH2:13][CH2:14][CH2:15][N:16]1[C:21](=[O:22])[CH:20]=[C:19]([NH:23][C:24]2[CH:29]=[CH:28][C:27]([CH3:30])=[C:26]([CH2:31][CH3:32])[CH:25]=2)[NH:18][C:17]1=[O:33])=O)C.CO, predict the reaction product. The product is: [OH:9][CH2:10][CH2:12][CH2:13][CH2:14][CH2:15][N:16]1[C:21](=[O:22])[CH:20]=[C:19]([NH:23][C:24]2[CH:29]=[CH:28][C:27]([CH3:30])=[C:26]([CH2:31][CH3:32])[CH:25]=2)[NH:18][C:17]1=[O:33]. (4) The product is: [CH:16]([C@H:15]1[CH2:14][O:13][C:12](=[O:19])[N:11]1[C:8]1[CH:9]=[CH:10][N:5]2[N:4]=[CH:3][C:2]([C:28]3[CH:36]=[CH:35][C:31]([C:32]([OH:34])=[O:33])=[CH:30][CH:29]=3)=[C:6]2[N:7]=1)([CH3:18])[CH3:17]. Given the reactants Br[C:2]1[CH:3]=[N:4][N:5]2[CH:10]=[CH:9][C:8]([N:11]3[C@@H:15]([CH:16]([CH3:18])[CH3:17])[CH2:14][O:13][C:12]3=[O:19])=[N:7][C:6]=12.CC1(C)C(C)(C)OB([C:28]2[CH:36]=[CH:35][C:31]([C:32]([OH:34])=[O:33])=[CH:30][CH:29]=2)O1.C([O-])([O-])=O.[K+].[K+].CC(C1C=C(C(C)C)C(C2C=CC=CC=2P(C2CCCCC2)C2CCCCC2)=C(C(C)C)C=1)C, predict the reaction product. (5) Given the reactants [CH3:1][C:2]1[CH:3]=[C:4]([O:10][CH3:11])[C:5](=[O:9])[NH:6][C:7]=1[CH3:8].[OH-].[K+].I[CH2:15][CH2:16][CH2:17][CH3:18], predict the reaction product. The product is: [CH2:15]([N:6]1[C:7]([CH3:8])=[C:2]([CH3:1])[CH:3]=[C:4]([O:10][CH3:11])[C:5]1=[O:9])[CH2:16][CH2:17][CH3:18]. (6) Given the reactants [NH2:1][C:2]1[N:7]=[C:6]([C:8]2[O:9][CH:10]=[CH:11][CH:12]=2)[C:5]([C:13]#[N:14])=[C:4](S(C)=O)[N:3]=1.Cl.Cl.[CH3:20][C:21]1[CH:26]=[CH:25][N:24]=[C:23]([CH2:27][NH2:28])[CH:22]=1.C1CCN2C(=NCCC2)CC1, predict the reaction product. The product is: [NH2:1][C:2]1[N:7]=[C:6]([C:8]2[O:9][CH:10]=[CH:11][CH:12]=2)[C:5]([C:13]#[N:14])=[C:4]([NH:28][CH2:27][C:23]2[CH:22]=[C:21]([CH3:20])[CH:26]=[CH:25][N:24]=2)[N:3]=1. (7) Given the reactants [Cl:1][C:2]1[CH:3]=[C:4]([C:9](=O)[CH2:10][CH2:11][C:12]2[O:16][N:15]=[C:14]([CH3:17])[N:13]=2)[CH:5]=[CH:6][C:7]=1[Cl:8].Cl.[CH3:20][O:21][NH2:22].N1C=CC=CC=1.O, predict the reaction product. The product is: [CH3:20][O:21][N:22]=[C:9]([C:4]1[CH:5]=[CH:6][C:7]([Cl:8])=[C:2]([Cl:1])[CH:3]=1)[CH2:10][CH2:11][C:12]1[O:16][N:15]=[C:14]([CH3:17])[N:13]=1. (8) Given the reactants Br[C:2]1[CH:3]=[C:4]2[C:8](=[CH:9][C:10]=1[F:11])[N:7]([CH:12]1[CH2:17][CH2:16][CH2:15][CH2:14][O:13]1)[N:6]=[CH:5]2.[CH3:18][C:19]1([CH3:35])[C:23]([CH3:25])([CH3:24])[O:22][B:21]([B:21]2[O:22][C:23]([CH3:25])([CH3:24])[C:19]([CH3:35])([CH3:18])[O:20]2)[O:20]1.CC([O-])=O.[K+], predict the reaction product. The product is: [F:11][C:10]1[CH:9]=[C:8]2[C:4]([CH:5]=[N:6][N:7]2[CH:12]2[CH2:17][CH2:16][CH2:15][CH2:14][O:13]2)=[CH:3][C:2]=1[B:21]1[O:22][C:23]([CH3:25])([CH3:24])[C:19]([CH3:35])([CH3:18])[O:20]1.